Dataset: Peptide-MHC class I binding affinity with 185,985 pairs from IEDB/IMGT. Task: Regression. Given a peptide amino acid sequence and an MHC pseudo amino acid sequence, predict their binding affinity value. This is MHC class I binding data. (1) The peptide sequence is LLNSNALLR. The MHC is HLA-A31:01 with pseudo-sequence HLA-A31:01. The binding affinity (normalized) is 0.538. (2) The peptide sequence is VQLVDAIDNI. The MHC is HLA-A02:01 with pseudo-sequence HLA-A02:01. The binding affinity (normalized) is 0.122. (3) The peptide sequence is QEILDLWVY. The MHC is HLA-B44:02 with pseudo-sequence HLA-B44:02. The binding affinity (normalized) is 0.485. (4) The peptide sequence is YIALGRARV. The MHC is HLA-B58:01 with pseudo-sequence HLA-B58:01. The binding affinity (normalized) is 0.0847. (5) The peptide sequence is CPTLKKGFL. The MHC is HLA-B07:02 with pseudo-sequence HLA-B07:02. The binding affinity (normalized) is 0.558.